Dataset: Catalyst prediction with 721,799 reactions and 888 catalyst types from USPTO. Task: Predict which catalyst facilitates the given reaction. Reactant: [CH2:1]([N:8]1[CH2:16][C:15]2[C:10](=[CH:11][CH:12]=[C:13]([C:17]3(O)[CH2:22][C@@H:21]([CH3:23])[O:20][C@@H:19]([CH3:24])[CH2:18]3)[CH:14]=2)[CH2:9]1)[C:2]1[CH:7]=[CH:6][CH:5]=[CH:4][CH:3]=1.CS(Cl)(=O)=O.C1CCN2C(=NCCC2)CC1. Product: [CH2:1]([N:8]1[CH2:16][C:15]2[C:10](=[CH:11][CH:12]=[C:13]([C:17]3[CH2:22][C@H:21]([CH3:23])[O:20][C@H:19]([CH3:24])[CH:18]=3)[CH:14]=2)[CH2:9]1)[C:2]1[CH:3]=[CH:4][CH:5]=[CH:6][CH:7]=1. The catalyst class is: 66.